From a dataset of Catalyst prediction with 721,799 reactions and 888 catalyst types from USPTO. Predict which catalyst facilitates the given reaction. Reactant: [CH3:1][C:2]1([NH:15][CH2:16][C:17]2[CH:18]=[N:19][C:20]([C:23]([F:26])([F:25])[F:24])=[CH:21][CH:22]=2)[CH2:7][CH2:6][N:5](C(OC(C)(C)C)=O)[CH2:4][CH2:3]1.Cl. Product: [CH3:1][C:2]1([NH:15][CH2:16][C:17]2[CH:18]=[N:19][C:20]([C:23]([F:25])([F:24])[F:26])=[CH:21][CH:22]=2)[CH2:7][CH2:6][NH:5][CH2:4][CH2:3]1. The catalyst class is: 2.